From a dataset of Full USPTO retrosynthesis dataset with 1.9M reactions from patents (1976-2016). Predict the reactants needed to synthesize the given product. (1) Given the product [Cl:20][C:17]([F:19])([F:18])[C:16]([C:13]1[CH:14]=[CH:15][C:10]([NH:9][C:7](=[O:8])[C:6]2[CH:23]=[C:2]([C:38]3[NH:37][N:36]=[CH:40][CH:39]=3)[C:3]([N:24]3[CH2:28][CH2:27][C@@H:26]([OH:29])[CH2:25]3)=[N:4][CH:5]=2)=[CH:11][CH:12]=1)([F:22])[F:21], predict the reactants needed to synthesize it. The reactants are: Br[C:2]1[C:3]([N:24]2[CH2:28][CH2:27][C@@H:26]([OH:29])[CH2:25]2)=[N:4][CH:5]=[C:6]([CH:23]=1)[C:7]([NH:9][C:10]1[CH:15]=[CH:14][C:13]([C:16]([F:22])([F:21])[C:17]([Cl:20])([F:19])[F:18])=[CH:12][CH:11]=1)=[O:8].O1CCCCC1[N:36]1[C:40](B2OC(C)(C)C(C)(C)O2)=[CH:39][CH:38]=[N:37]1. (2) Given the product [Cl:18][C:19]1[N:28]=[C:27]([C:13]2[CH:14]=[C:9]([NH2:8])[CH:10]=[CH:11][CH:12]=2)[C:26]2[C:21](=[CH:22][C:23]([O:32][CH3:33])=[C:24]([O:30][CH3:31])[CH:25]=2)[N:20]=1, predict the reactants needed to synthesize it. The reactants are: C(=O)([O-])[O-].[Na+].[Na+].O.[NH2:8][C:9]1[CH:10]=[C:11](B(O)O)[CH:12]=[CH:13][CH:14]=1.[Cl:18][C:19]1[N:28]=[C:27](Cl)[C:26]2[C:21](=[CH:22][C:23]([O:32][CH3:33])=[C:24]([O:30][CH3:31])[CH:25]=2)[N:20]=1.[Cl-].[Na+]. (3) Given the product [CH3:18][O:19][C:20]1[CH:21]=[CH:22][C:23]([CH3:27])=[C:24]([CH:26]=1)[NH:25][C:2]1[CH:7]=[C:6]([CH2:8][O:9][CH3:10])[N:5]=[C:4]([C:11]2[CH:16]=[CH:15][CH:14]=[C:13]([CH3:17])[CH:12]=2)[N:3]=1, predict the reactants needed to synthesize it. The reactants are: Cl[C:2]1[CH:7]=[C:6]([CH2:8][O:9][CH3:10])[N:5]=[C:4]([C:11]2[CH:16]=[CH:15][CH:14]=[C:13]([CH3:17])[CH:12]=2)[N:3]=1.[CH3:18][O:19][C:20]1[CH:21]=[CH:22][C:23]([CH3:27])=[C:24]([CH:26]=1)[NH2:25]. (4) Given the product [C:23]([O:22][C:2]([CH3:1])([CH3:21])[CH2:3][N:4]([CH3:20])[CH2:5][CH2:6][CH:7]([C:14]1[CH:15]=[CH:16][CH:17]=[CH:18][CH:19]=1)[C:8]1[CH:9]=[CH:10][CH:11]=[CH:12][CH:13]=1)(=[O:28])[CH2:24][C:25]([CH3:27])=[O:26], predict the reactants needed to synthesize it. The reactants are: [CH3:1][C:2]([OH:22])([CH3:21])[CH2:3][N:4]([CH3:20])[CH2:5][CH2:6][CH:7]([C:14]1[CH:19]=[CH:18][CH:17]=[CH:16][CH:15]=1)[C:8]1[CH:13]=[CH:12][CH:11]=[CH:10][CH:9]=1.[C:23](OC)(=[O:28])[CH2:24][C:25]([CH3:27])=[O:26]. (5) The reactants are: [CH3:1][C:2]([C:6]1[CH:11]=[CH:10][C:9]([N+:12]([O-:14])=[O:13])=[CH:8][CH:7]=1)([CH3:5])[CH2:3][NH2:4].[OH-].[Na+].[CH3:17][C:18]([O:21][C:22](O[C:22]([O:21][C:18]([CH3:20])([CH3:19])[CH3:17])=[O:23])=[O:23])([CH3:20])[CH3:19].OS([O-])(=O)=O.[K+]. Given the product [CH3:5][C:2]([C:6]1[CH:11]=[CH:10][C:9]([N+:12]([O-:14])=[O:13])=[CH:8][CH:7]=1)([CH3:1])[CH2:3][NH:4][C:22](=[O:23])[O:21][C:18]([CH3:20])([CH3:19])[CH3:17], predict the reactants needed to synthesize it.